The task is: Predict the reaction yield, written as a fraction of the theoretical maximum amount of product (1.0 means a 100% yield; for example, 0.34 means a 34% yield).. This data is from Reaction yield outcomes from USPTO patents with 853,638 reactions. (1) The reactants are [CH:1](I)(C)C.NC1[CH2:11][CH2:10][CH:9]([N:12](C)[C:13](=[O:19])[O:14][C:15]([CH3:18])([CH3:17])[CH3:16])CC1.[CH:21]([N:24]([CH:27]([CH3:29])[CH3:28])CC)([CH3:23])[CH3:22]. The catalyst is C1COCC1. The product is [CH:27]([NH:24][CH:21]1[CH2:22][CH2:11][CH:10]([CH2:9][NH:12][C:13](=[O:19])[O:14][C:15]([CH3:16])([CH3:17])[CH3:18])[CH2:1][CH2:23]1)([CH3:28])[CH3:29]. The yield is 0.220. (2) The catalyst is O1CCOCC1.O. The reactants are [CH3:1][C:2]([C:6]1[CH:11]=[CH:10][C:9]([N+:12]([O-:14])=[O:13])=[CH:8][CH:7]=1)([CH3:5])[CH2:3][NH2:4].[OH-].[Na+].[CH3:17][C:18]([O:21][C:22](O[C:22]([O:21][C:18]([CH3:20])([CH3:19])[CH3:17])=[O:23])=[O:23])([CH3:20])[CH3:19].OS([O-])(=O)=O.[K+]. The product is [CH3:5][C:2]([C:6]1[CH:11]=[CH:10][C:9]([N+:12]([O-:14])=[O:13])=[CH:8][CH:7]=1)([CH3:1])[CH2:3][NH:4][C:22](=[O:23])[O:21][C:18]([CH3:20])([CH3:19])[CH3:17]. The yield is 0.800.